From a dataset of Forward reaction prediction with 1.9M reactions from USPTO patents (1976-2016). Predict the product of the given reaction. (1) The product is: [CH2:3]([O:7][C:9]1[N:14]=[CH:13][N:12]=[C:11]([N:15]2[CH2:21][C@@H:20]([CH3:22])[CH2:19][CH2:18][CH2:17][C@@H:16]2[CH3:23])[CH:10]=1)[C:4]#[C:5][CH3:6]. Given the reactants [H-].[Na+].[CH2:3]([OH:7])[C:4]#[C:5][CH3:6].Cl[C:9]1[N:14]=[CH:13][N:12]=[C:11]([N:15]2[CH2:21][C@@H:20]([CH3:22])[CH2:19][CH2:18][CH2:17][C@@H:16]2[CH3:23])[CH:10]=1.[Cl-].[NH4+], predict the reaction product. (2) Given the reactants [C:1]([C:4]1[CH:18]=[CH:17][C:7]([O:8][CH2:9][CH2:10][O:11][C:12](=[O:16])[C:13]([CH3:15])=[CH2:14])=[CH:6][CH:5]=1)(=[O:3])[CH3:2].B.[Na], predict the reaction product. The product is: [OH:3][CH:1]([C:4]1[CH:5]=[CH:6][C:7]([O:8][CH2:9][CH2:10][O:11][C:12](=[O:16])[C:13]([CH3:15])=[CH2:14])=[CH:17][CH:18]=1)[CH3:2]. (3) Given the reactants FC1C=CC(C2CCNC(=O)N2)=CC=1.[OH:15][CH:16]([CH2:47][OH:48])[CH2:17][C@@:18]1([C:40]2[CH:45]=[CH:44][C:43]([F:46])=[CH:42][CH:41]=2)[CH2:23][CH2:22][N:21]([C@H:24]([C:26]2[CH:31]=[CH:30][C:29]([C:32]3[CH:37]=[CH:36][C:35]([F:38])=[CH:34][CH:33]=3)=[CH:28][CH:27]=2)[CH3:25])[C:20](=[O:39])[NH:19]1, predict the reaction product. The product is: [OH:15][CH:16]([CH2:47][OH:48])[CH2:17][C:18]1([C:40]2[CH:41]=[CH:42][C:43]([F:46])=[CH:44][CH:45]=2)[CH2:23][CH2:22][N:21]([C@H:24]([C:26]2[CH:27]=[CH:28][C:29]([C:32]3[CH:37]=[CH:36][C:35]([F:38])=[CH:34][CH:33]=3)=[CH:30][CH:31]=2)[CH3:25])[C:20](=[O:39])[NH:19]1. (4) Given the reactants C(OC([N:6]1[C:10]([NH:11][C:12](=[O:31])[C:13]2[CH:18]=[CH:17][CH:16]=[CH:15][C:14]=2[CH2:19][N:20]2C(=O)C3C(=CC=CC=3)C2=O)=[C:9]2[CH2:32][N:33]([S:37]([C:40]3[CH:45]=[C:44]([F:46])[CH:43]=[C:42]([F:47])[CH:41]=3)(=[O:39])=[O:38])[C:34]([CH3:36])([CH3:35])[C:8]2=[N:7]1)=O)C.O.NN, predict the reaction product. The product is: [NH2:20][CH2:19][C:14]1[CH:15]=[CH:16][CH:17]=[CH:18][C:13]=1[C:12]([NH:11][C:10]1[C:9]2[CH2:32][N:33]([S:37]([C:40]3[CH:45]=[C:44]([F:46])[CH:43]=[C:42]([F:47])[CH:41]=3)(=[O:39])=[O:38])[C:34]([CH3:36])([CH3:35])[C:8]=2[NH:7][N:6]=1)=[O:31]. (5) Given the reactants Cl[C:2]1[C:3]([NH2:9])=[N:4][CH:5]=[N:6][C:7]=1Cl.Cl.Cl.[NH2:12][C:13]1[CH:14]=[C:15]([OH:19])[CH:16]=[N:17][CH:18]=1.[CH2:20]([N:27]1[CH:31]=[C:30](B2OC(C)(C)C(C)(C)O2)[CH:29]=[N:28]1)[C:21]1[CH:26]=[CH:25][CH:24]=[CH:23][CH:22]=1.[C:41](Cl)(=[O:44])[CH:42]=[CH2:43], predict the reaction product. The product is: [NH2:9][C:3]1[N:4]=[CH:5][N:6]=[C:7]([O:19][C:15]2[CH:14]=[C:13]([NH:12][C:41](=[O:44])[CH:42]=[CH2:43])[CH:18]=[N:17][CH:16]=2)[C:2]=1[C:30]1[CH:29]=[N:28][N:27]([CH2:20][C:21]2[CH:26]=[CH:25][CH:24]=[CH:23][CH:22]=2)[CH:31]=1. (6) Given the reactants [F-].C([N+](CCCC)(CCCC)CCCC)CCC.C([SiH2][O:24][C:25](C)(C)[C:26]1([OH:37])[CH:33]2[CH:29]([O:30][C:31]([CH3:35])([CH3:34])[O:32]2)[C:28]([Cl:36])=[CH:27]1)(C)(C)C.CCCCCC, predict the reaction product. The product is: [Cl:36][C:28]1[CH:29]2[O:30][C:31]([CH3:35])([CH3:34])[O:32][CH:33]2[C:26]([CH2:25][OH:24])([OH:37])[CH:27]=1.